Dataset: Forward reaction prediction with 1.9M reactions from USPTO patents (1976-2016). Task: Predict the product of the given reaction. Given the reactants [NH2:1][C:2]1[C:11]2[CH:10]=[CH:9][CH:8]=[C:7](Br)[C:6]=2[N:5]=[C:4]2[CH2:13][N:14]([CH2:17][CH2:18][CH3:19])[C:15](=[O:16])[C:3]=12.[F:20][C:21]1[CH:26]=[CH:25][CH:24]=[C:23]([F:27])[C:22]=1B(O)O, predict the reaction product. The product is: [NH2:1][C:2]1[C:11]2[CH:10]=[CH:9][CH:8]=[C:7]([C:22]3[C:21]([F:20])=[CH:26][CH:25]=[CH:24][C:23]=3[F:27])[C:6]=2[N:5]=[C:4]2[CH2:13][N:14]([CH2:17][CH2:18][CH3:19])[C:15](=[O:16])[C:3]=12.